This data is from Reaction yield outcomes from USPTO patents with 853,638 reactions. The task is: Predict the reaction yield, written as a fraction of the theoretical maximum amount of product (1.0 means a 100% yield; for example, 0.34 means a 34% yield). (1) The reactants are [CH:1]1[C:6]([S:7](Cl)(=[O:9])=[O:8])=[CH:5][CH:4]=[C:3]([I:11])[CH:2]=1.[NH3:12]. No catalyst specified. The product is [I:11][C:3]1[CH:4]=[CH:5][C:6]([S:7]([NH2:12])(=[O:9])=[O:8])=[CH:1][CH:2]=1. The yield is 1.00. (2) The reactants are [Br:1][C:2]1[CH:3]=[CH:4][C:5]2[CH2:11][C:10](=[O:12])[C:9]3[C:13]([O:19]C)=[CH:14][C:15]([O:17]C)=[CH:16][C:8]=3[O:7][C:6]=2[CH:21]=1.Cl.N1C=CC=CC=1. No catalyst specified. The product is [Br:1][C:2]1[CH:3]=[CH:4][C:5]2[CH2:11][C:10](=[O:12])[C:9]3[C:13]([OH:19])=[CH:14][C:15]([OH:17])=[CH:16][C:8]=3[O:7][C:6]=2[CH:21]=1. The yield is 0.610.